Dataset: Catalyst prediction with 721,799 reactions and 888 catalyst types from USPTO. Task: Predict which catalyst facilitates the given reaction. (1) Product: [Cl:39][C:40]1[C:41]([CH3:50])=[C:42]([S:46]([NH:18][C@H:15]2[CH2:16][CH2:17][N:13]([C:11]([C:8]3([C:5]4[CH:6]=[CH:7][C:2]([Cl:1])=[CH:3][CH:4]=4)[CH2:9][CH2:10]3)=[O:12])[CH2:14]2)(=[O:48])=[O:47])[CH:43]=[CH:44][CH:45]=1. Reactant: [Cl:1][C:2]1[CH:7]=[CH:6][C:5]([C:8]2([C:11]([N:13]3[CH2:17][CH2:16][C@H:15]([NH:18]C(=O)OC(C)(C)C)[CH2:14]3)=[O:12])[CH2:10][CH2:9]2)=[CH:4][CH:3]=1.Cl.C(#N)C.C(N(CC)C(C)C)(C)C.[Cl:39][C:40]1[C:41]([CH3:50])=[C:42]([S:46](Cl)(=[O:48])=[O:47])[CH:43]=[CH:44][CH:45]=1.C(O)(C(F)(F)F)=O. The catalyst class is: 169. (2) Reactant: [F:1][C:2]([F:18])([F:17])[CH:3]1[CH2:8][CH2:7][C:6]([C:9]2[N:14]=[CH:13][N:12]=[C:11]([CH2:15]O)[CH:10]=2)=[CH:5][CH2:4]1.[C:19]1(=[O:29])[C:27]2[C:22](=[CH:23][CH:24]=[CH:25][CH:26]=2)[C:21](=[O:28])[NH:20]1.CC(OC(/N=N/C(OC(C)C)=O)=O)C.C1C=CC(P(C2C=CC=CC=2)C2C=CC=CC=2)=CC=1. Product: [F:1][C:2]([F:18])([F:17])[CH:3]1[CH2:8][CH2:7][C:6]([C:9]2[N:14]=[CH:13][N:12]=[C:11]([CH2:15][N:20]3[C:21](=[O:28])[C:22]4[C:27](=[CH:26][CH:25]=[CH:24][CH:23]=4)[C:19]3=[O:29])[CH:10]=2)=[CH:5][CH2:4]1. The catalyst class is: 1. (3) Reactant: C([O:3][C:4](=[O:21])[CH:5]([N:12]([C:14]1[CH:19]=[CH:18][C:17]([F:20])=[CH:16][CH:15]=1)[CH3:13])[C:6]1[CH:11]=[CH:10][CH:9]=[CH:8][CH:7]=1)C.O.[OH-].[Li+].[ClH:25]. Product: [ClH:25].[F:20][C:17]1[CH:18]=[CH:19][C:14]([N:12]([CH:5]([C:6]2[CH:7]=[CH:8][CH:9]=[CH:10][CH:11]=2)[C:4]([OH:21])=[O:3])[CH3:13])=[CH:15][CH:16]=1. The catalyst class is: 20. (4) Reactant: [CH2:1]([O:3][C:4](=[O:31])[C:5]([O:8][C:9]1[CH:14]=[CH:13][C:12]([O:15][CH2:16][CH2:17][C:18]2[N:19]=[C:20]([C:24]3[CH:29]=[CH:28][C:27](Br)=[CH:26][CH:25]=3)[O:21][C:22]=2[CH3:23])=[CH:11][CH:10]=1)([CH3:7])[CH3:6])[CH3:2].[CH3:32][O:33][C:34]1[CH:39]=[CH:38][C:37](B(O)O)=[CH:36][CH:35]=1.C1(C)C=CC=CC=1.C(=O)([O-])[O-].[Na+].[Na+]. Product: [CH2:1]([O:3][C:4](=[O:31])[C:5]([O:8][C:9]1[CH:14]=[CH:13][C:12]([O:15][CH2:16][CH2:17][C:18]2[N:19]=[C:20]([C:24]3[CH:29]=[CH:28][C:27]([C:37]4[CH:38]=[CH:39][C:34]([O:33][CH3:32])=[CH:35][CH:36]=4)=[CH:26][CH:25]=3)[O:21][C:22]=2[CH3:23])=[CH:11][CH:10]=1)([CH3:7])[CH3:6])[CH3:2]. The catalyst class is: 8. (5) Reactant: [CH3:1][C:2]1[CH:7]=[CH:6][C:5]([C:8]2[N:12]([C:13]3[CH:18]=[CH:17][C:16]([S:19]([NH2:22])(=[O:21])=[O:20])=[CH:15][CH:14]=3)[N:11]=[C:10]([C:23](F)(F)F)[CH:9]=2)=[CH:4][CH:3]=1.C1CN2C3C(CCC2)=C2[O:46][C:45]4C(C=C5C6[C:44]=4CCC[N+]=6CCC5)=C(C4C=CC(S(Cl)(=O)=O)=CC=4S([O-])(=O)=O)C2=CC=3C1.[NH2:69][CH2:70][CH2:71][NH:72][C:73](=[O:79])[O:74][C:75]([CH3:78])([CH3:77])[CH3:76].Cl.C(N=C=NCCCN(C)C)C.ON1C2C=CC=CC=2N=N1.C(N(CC)C(C)C)(C)C. Product: [S:19]([C:16]1[CH:17]=[CH:18][C:13]([N:12]2[C:8]([C:5]3[CH:6]=[CH:7][C:2]([CH3:1])=[CH:3][CH:4]=3)=[CH:9][C:10]([CH2:23][CH2:44][C:45]([NH:69][CH2:70][CH2:71][NH:72][C:73](=[O:79])[O:74][C:75]([CH3:76])([CH3:78])[CH3:77])=[O:46])=[N:11]2)=[CH:14][CH:15]=1)(=[O:20])(=[O:21])[NH2:22]. The catalyst class is: 3. (6) Reactant: [CH3:1][C:2]([N:6]1[CH:10]=[C:9]([N+:11]([O-:13])=[O:12])[CH:8]=[N:7]1)([CH3:5])[CH2:3][NH2:4].C(N(CC)CC)C.[C:21](O[C:21]([O:23][C:24]([CH3:27])([CH3:26])[CH3:25])=[O:22])([O:23][C:24]([CH3:27])([CH3:26])[CH3:25])=[O:22].Cl. Product: [C:24]([O:23][C:21](=[O:22])[NH:4][CH2:3][C:2]([CH3:1])([N:6]1[CH:10]=[C:9]([N+:11]([O-:13])=[O:12])[CH:8]=[N:7]1)[CH3:5])([CH3:27])([CH3:26])[CH3:25]. The catalyst class is: 7. (7) Product: [CH3:1][C@@H:2]1[CH2:6][CH2:5][CH2:4][N:3]1[CH2:7][CH2:8][C:9]1[CH:10]=[CH:11][C:12]([C:15]2[CH:20]=[CH:19][C:18]([C:21]3([C:26]([NH:30][CH2:31][CH2:32][C:33]([O:35][C:36]([CH3:39])([CH3:38])[CH3:37])=[O:34])=[O:27])[CH2:22][CH2:23][CH2:24][CH2:25]3)=[CH:17][CH:16]=2)=[CH:13][CH:14]=1. Reactant: [CH3:1][C@@H:2]1[CH2:6][CH2:5][CH2:4][N:3]1[CH2:7][CH2:8][C:9]1[CH:14]=[CH:13][C:12]([C:15]2[CH:20]=[CH:19][C:18]([C:21]3([C:26](O)=[O:27])[CH2:25][CH2:24][CH2:23][CH2:22]3)=[CH:17][CH:16]=2)=[CH:11][CH:10]=1.Cl.[NH2:30][CH2:31][CH2:32][C:33]([O:35][C:36]([CH3:39])([CH3:38])[CH3:37])=[O:34].CN(C(ON1N=NC2C=CC=NC1=2)=[N+](C)C)C.F[P-](F)(F)(F)(F)F.Cl. The catalyst class is: 3. (8) Reactant: [CH3:1][CH:2]([C:4]1[CH:9]=[CH:8][C:7]([C:10]#[C:11][C:12]2[C:13]([NH2:18])=[N:14][CH:15]=[CH:16][CH:17]=2)=[CH:6][CH:5]=1)[CH3:3]. Product: [CH3:3][CH:2]([C:4]1[CH:5]=[CH:6][C:7]([CH2:10][CH2:11][C:12]2[C:13]([NH2:18])=[N:14][CH:15]=[CH:16][CH:17]=2)=[CH:8][CH:9]=1)[CH3:1]. The catalyst class is: 129. (9) Reactant: Cl.[CH3:2][NH:3][C:4]1[CH:5]=[C:6]([CH:10]=[CH:11][N:12]=1)[C:7]([OH:9])=O.Cl.[Cl:14][C:15]1[CH:20]=[CH:19][C:18]([CH:21]2[CH2:26][CH2:25][CH2:24][NH:23][CH2:22]2)=[C:17]([O:27][CH2:28][CH3:29])[CH:16]=1.C(N(CC)CC)C.CCCP(=O)=O.C(Cl)CCl. Product: [Cl:14][C:15]1[CH:20]=[CH:19][C:18]([CH:21]2[CH2:26][CH2:25][CH2:24][N:23]([C:7]([C:6]3[CH:10]=[CH:11][N:12]=[C:4]([NH:3][CH3:2])[CH:5]=3)=[O:9])[CH2:22]2)=[C:17]([O:27][CH2:28][CH3:29])[CH:16]=1. The catalyst class is: 2. (10) Reactant: Br[CH2:2][C:3]1[C:8]([CH2:9][CH2:10][O:11][C:12](=[O:14])[CH3:13])=[C:7]([Cl:15])[N:6]=[CH:5][N:4]=1.[F:16][C:17]1[C:18]([C:23]2[NH:24][CH:25]=[CH:26][N:27]=2)=[N:19][CH:20]=[CH:21][CH:22]=1.C([O-])([O-])=O.[K+].[K+].CCOC(C)=O. Product: [Cl:15][C:7]1[C:8]([CH2:9][CH2:10][O:11][C:12](=[O:14])[CH3:13])=[C:3]([CH2:2][N:24]2[CH:25]=[CH:26][N:27]=[C:23]2[C:18]2[C:17]([F:16])=[CH:22][CH:21]=[CH:20][N:19]=2)[N:4]=[CH:5][N:6]=1. The catalyst class is: 18.